This data is from Forward reaction prediction with 1.9M reactions from USPTO patents (1976-2016). The task is: Predict the product of the given reaction. (1) Given the reactants [CH2:1]([N:3]1[C:7](=[O:8])[C:6](=[O:9])[CH:5]([C:10]([O:12][CH2:13][CH3:14])=[O:11])[CH2:4]1)[CH3:2].[CH3:15]CN(C(C)C)C(C)C, predict the reaction product. The product is: [CH2:1]([N:3]1[C:7](=[O:8])[C:6]([O:9][CH3:15])=[C:5]([C:10]([O:12][CH2:13][CH3:14])=[O:11])[CH2:4]1)[CH3:2]. (2) Given the reactants [Si]([O:8][C:9]1[C:10]([F:75])=[C:11]([CH:18]([C:45]2[N:46]([C:56]([C:69]3[CH:74]=[CH:73][CH:72]=[CH:71][CH:70]=3)([C:63]3[CH:68]=[CH:67][CH:66]=[CH:65][CH:64]=3)[C:57]3[CH:62]=[CH:61][CH:60]=[CH:59][CH:58]=3)[CH:47]=[C:48]([C:50]3[CH:55]=[CH:54][CH:53]=[CH:52][CH:51]=3)[N:49]=2)[NH:19][C:20]2[CH:21]=[C:22]3[C:27](=[CH:28][CH:29]=2)[C:26]([N:30]([C:38]([O:40][C:41]([CH3:44])([CH3:43])[CH3:42])=[O:39])[C:31]([O:33][C:34]([CH3:37])([CH3:36])[CH3:35])=[O:32])=[N:25][CH:24]=[CH:23]3)[CH:12]=[C:13]([O:15][CH2:16][CH3:17])[CH:14]=1)(C(C)(C)C)(C)C.CCCC[N+](CCCC)(CCCC)CCCC.[F-], predict the reaction product. The product is: [C:34]([O:33][C:31]([N:30]([C:38]([O:40][C:41]([CH3:42])([CH3:44])[CH3:43])=[O:39])[C:26]1[C:27]2[C:22](=[CH:21][C:20]([NH:19][CH:18]([C:45]3[N:46]([C:56]([C:69]4[CH:70]=[CH:71][CH:72]=[CH:73][CH:74]=4)([C:63]4[CH:68]=[CH:67][CH:66]=[CH:65][CH:64]=4)[C:57]4[CH:58]=[CH:59][CH:60]=[CH:61][CH:62]=4)[CH:47]=[C:48]([C:50]4[CH:55]=[CH:54][CH:53]=[CH:52][CH:51]=4)[N:49]=3)[C:11]3[C:10]([F:75])=[C:9]([OH:8])[CH:14]=[C:13]([O:15][CH2:16][CH3:17])[CH:12]=3)=[CH:29][CH:28]=2)[CH:23]=[CH:24][N:25]=1)=[O:32])([CH3:37])([CH3:35])[CH3:36]. (3) Given the reactants FC(F)(F)C(O)=O.CC(OC([N:15]1[CH2:20][CH2:19][C:18]2[O:21][C:22]([CH2:24][O:25][C:26]3[CH:31]=[CH:30][CH:29]=[CH:28][CH:27]=3)=[N:23][C:17]=2[CH2:16]1)=O)(C)C.C([O-])([O-])=O.[Na+].[Na+], predict the reaction product. The product is: [O:25]([CH2:24][C:22]1[O:21][C:18]2[CH2:19][CH2:20][NH:15][CH2:16][C:17]=2[N:23]=1)[C:26]1[CH:27]=[CH:28][CH:29]=[CH:30][CH:31]=1. (4) Given the reactants C(OC([NH:21][C@@H:17]([CH2:16][S:15][S:15][CH2:16][C@H:17]([NH:21]C(OC(C)(C)C)=O)[C:18]([OH:20])=[O:19])[C:18]([OH:20])=[O:19])=O)(C)(C)C.Cl.C(CCP(CCC(O)=O)CCC(O)=O)(O)=O.[OH-].[K+].Cl.[F:49][CH:50]([F:60])[O:51][C:52]1[CH:59]=[CH:58][CH:57]=[CH:56][C:53]=1[CH2:54]Br, predict the reaction product. The product is: [NH2:21][C@@H:17]([CH2:16][S:15][CH2:54][C:53]1[CH:56]=[CH:57][CH:58]=[CH:59][C:52]=1[O:51][CH:50]([F:49])[F:60])[C:18]([OH:20])=[O:19]. (5) Given the reactants O1CCCCC1[N:7]1[CH:15]=[C:14]2[C:9]([CH:10]=[C:11]([C:17]3[CH:22]=[CH:21][C:20]([O:23]C4CCCCO4)=[CH:19][CH:18]=3)[CH:12]=[C:13]2[NH2:16])=[N:8]1.[Br:30][C:31]1[N:36]=[C:35]([C:37](O)=[O:38])[CH:34]=[CH:33][CH:32]=1.CN(C(ON1N=NC2C=CC=NC1=2)=[N+](C)C)C.F[P-](F)(F)(F)(F)F.CCN(C(C)C)C(C)C, predict the reaction product. The product is: [Br:30][C:31]1[N:36]=[C:35]([C:37]([NH:16][C:13]2[CH:12]=[C:11]([C:17]3[CH:22]=[CH:21][C:20]([OH:23])=[CH:19][CH:18]=3)[CH:10]=[C:9]3[C:14]=2[CH:15]=[N:7][NH:8]3)=[O:38])[CH:34]=[CH:33][CH:32]=1. (6) The product is: [CH3:1][O:2][C:3](=[O:24])[CH2:4][C:5]1[CH:14]=[C:13]([NH:35][C:32]2[CH:31]=[CH:30][C:29]([S:26]([CH3:25])(=[O:28])=[O:27])=[CH:34][CH:33]=2)[C:12]2[C:7](=[CH:8][CH:9]=[C:10]([F:23])[CH:11]=2)[CH:6]=1. Given the reactants [CH3:1][O:2][C:3](=[O:24])[CH2:4][C:5]1[CH:14]=[C:13](OS(C(F)(F)F)(=O)=O)[C:12]2[C:7](=[CH:8][CH:9]=[C:10]([F:23])[CH:11]=2)[CH:6]=1.[CH3:25][S:26]([C:29]1[CH:34]=[CH:33][C:32]([NH2:35])=[CH:31][CH:30]=1)(=[O:28])=[O:27].C1C=CC(P(C2C=CC3C(=CC=CC=3)C=2C2C3C(=CC=CC=3)C=CC=2P(C2C=CC=CC=2)C2C=CC=CC=2)C2C=CC=CC=2)=CC=1.C(=O)([O-])[O-].[Cs+].[Cs+], predict the reaction product. (7) Given the reactants [CH3:1][S:2]([C:5]1[CH:6]=[CH:7][C:8]2[O:13][CH2:12][CH:11]([CH2:14][OH:15])[O:10][C:9]=2[CH:16]=1)(=[O:4])=[O:3].[C:17]1([CH3:27])[CH:22]=[CH:21][C:20]([S:23](Cl)(=[O:25])=[O:24])=[CH:19][CH:18]=1, predict the reaction product. The product is: [CH3:27][C:17]1[CH:22]=[CH:21][C:20]([S:23]([O:15][CH2:14][CH:11]2[O:10][C:9]3[CH:16]=[C:5]([S:2]([CH3:1])(=[O:3])=[O:4])[CH:6]=[CH:7][C:8]=3[O:13][CH2:12]2)(=[O:25])=[O:24])=[CH:19][CH:18]=1.